Dataset: Forward reaction prediction with 1.9M reactions from USPTO patents (1976-2016). Task: Predict the product of the given reaction. Given the reactants [Br:1][C:2]1[CH:7]=[CH:6][C:5]([CH2:8][C:9]([OH:11])=O)=[C:4]([Cl:12])[CH:3]=1.[F:13][C:14]1[C:23]2[O:22][CH2:21][C:20](=[O:24])[N:19]([CH3:25])[C:18]=2[CH:17]=[CH:16][CH:15]=1.[Al+3].[Cl-].[Cl-].[Cl-], predict the reaction product. The product is: [Br:1][C:2]1[CH:7]=[CH:6][C:5]([CH2:8][C:9]([C:16]2[CH:15]=[C:14]([F:13])[C:23]3[O:22][CH2:21][C:20](=[O:24])[N:19]([CH3:25])[C:18]=3[CH:17]=2)=[O:11])=[C:4]([Cl:12])[CH:3]=1.